Dataset: Forward reaction prediction with 1.9M reactions from USPTO patents (1976-2016). Task: Predict the product of the given reaction. (1) Given the reactants [CH:1]1[C:14]2[C:5](=[CH:6][C:7]3[C:12]([CH:13]=2)=[CH:11][CH:10]=[CH:9][CH:8]=3)[CH:4]=[CH:3][CH:2]=1.C1C(=O)N([Br:22])C(=O)C1.CC(N=NC(C#N)(C)C)(C#N)C, predict the reaction product. The product is: [Br:22][C:4]1[C:5]2[C:14](=[CH:13][C:12]3[C:7]([CH:6]=2)=[CH:8][CH:9]=[CH:10][CH:11]=3)[CH:1]=[CH:2][CH:3]=1. (2) Given the reactants [CH2:1]([O:8][C:9]([C:11]1[CH:12]=[C:13]2[C:17](=[CH:18][CH:19]=1)[N:16]([NH2:20])[C:15]([C:21]([OH:23])=[O:22])=[C:14]2[CH2:24][CH2:25][CH2:26][NH:27]C(OC(C)(C)C)=O)=[O:10])[C:2]1[CH:7]=[CH:6][CH:5]=[CH:4][CH:3]=1.[ClH:35], predict the reaction product. The product is: [ClH:35].[CH2:1]([O:8][C:9]([C:11]1[CH:12]=[C:13]2[C:17](=[CH:18][CH:19]=1)[N:16]([NH2:20])[C:15]([C:21]([OH:23])=[O:22])=[C:14]2[CH2:24][CH2:25][CH2:26][NH2:27])=[O:10])[C:2]1[CH:3]=[CH:4][CH:5]=[CH:6][CH:7]=1. (3) Given the reactants [C:1]([O:4][CH2:5][CH3:6])(=[O:3])[CH3:2].C([N-]C(C)C)(C)C.[Li+].O1CCCC1.[CH2:20]([N:27]1[CH2:32][CH2:31][C:30](=[O:33])[CH2:29][CH2:28]1)[C:21]1[CH:26]=[CH:25][CH:24]=[CH:23][CH:22]=1.[Cl-].[NH4+], predict the reaction product. The product is: [CH2:20]([N:27]1[CH2:32][CH2:31][C:30]([CH2:2][C:1]([O:4][CH2:5][CH3:6])=[O:3])([OH:33])[CH2:29][CH2:28]1)[C:21]1[CH:22]=[CH:23][CH:24]=[CH:25][CH:26]=1. (4) Given the reactants C(OC([NH:8][CH2:9][CH2:10][CH2:11][C@H:12]([NH:16][C:17]([C:19]1[O:20][C:21]([CH:24]([C:31]2[CH:36]=[CH:35][CH:34]=[CH:33][CH:32]=2)[C:25]2[CH:30]=[CH:29][CH:28]=[CH:27][CH:26]=2)=[CH:22][CH:23]=1)=[O:18])[C:13]([OH:15])=[O:14])=O)(C)(C)C.[C:37]([OH:43])([C:39]([F:42])([F:41])[F:40])=[O:38], predict the reaction product. The product is: [NH2:8][CH2:9][CH2:10][CH2:11][C@H:12]([NH:16][C:17]([C:19]1[O:20][C:21]([CH:24]([C:25]2[CH:30]=[CH:29][CH:28]=[CH:27][CH:26]=2)[C:31]2[CH:32]=[CH:33][CH:34]=[CH:35][CH:36]=2)=[CH:22][CH:23]=1)=[O:18])[C:13]([OH:15])=[O:14].[C:37]([OH:43])([C:39]([F:42])([F:41])[F:40])=[O:38]. (5) Given the reactants CC1S[C:4]([C:10]2[CH:15]=[CH:14][CH:13]=[CH:12][CH:11]=2)=[C:5]([C:7]([OH:9])=[O:8])[N:6]=1.[C:16]1(B(O)O)[CH:21]=[CH:20][CH:19]=[CH:18][CH:17]=1.[C:25]([O-])([O-])=O.[K+].[K+], predict the reaction product. The product is: [CH:13]1([C:14]2[N:6]=[C:5]([C:7]([O:9][CH3:25])=[O:8])[C:4]([C:16]3[CH:21]=[CH:20][CH:19]=[CH:18][CH:17]=3)=[CH:10][CH:15]=2)[CH2:12][CH2:11]1.